Regression/Classification. Given a drug SMILES string, predict its absorption, distribution, metabolism, or excretion properties. Task type varies by dataset: regression for continuous measurements (e.g., permeability, clearance, half-life) or binary classification for categorical outcomes (e.g., BBB penetration, CYP inhibition). Dataset: rlm. From a dataset of Rat liver microsome stability data. The compound is CCC(CC)CN(CCCN1[C@@H]2CC[C@H]1C[C@@H](c1cccc(C(N)=O)c1)C2)C(=O)CO. The result is 0 (unstable in rat liver microsomes).